This data is from Catalyst prediction with 721,799 reactions and 888 catalyst types from USPTO. The task is: Predict which catalyst facilitates the given reaction. (1) Reactant: [Cl:1][C:2]1[NH:3][C:4]2[CH:10]=[CH:9][CH:8]=[CH:7][C:5]=2[N:6]=1.[C@@H:11]1([NH2:21])[C:20]2[C:15](=[CH:16][CH:17]=[CH:18][CH:19]=2)[CH2:14][CH2:13][CH2:12]1. Product: [N:6]1[C:5]2[CH:7]=[CH:8][CH:9]=[CH:10][C:4]=2[NH:3][C:2]=1[NH:21][C@@H:11]1[C:20]2[C:15](=[CH:16][CH:17]=[CH:18][CH:19]=2)[CH2:14][CH2:13][CH2:12]1.[ClH:1]. The catalyst class is: 11. (2) Reactant: [CH2:1]([O:3][C:4](=[O:19])[C@H:5]([N:7]1[C:12]2[CH:13]=[CH:14][C:15]([Br:17])=[CH:16][C:11]=2[O:10][CH2:9][C:8]1=O)[CH3:6])[CH3:2].COC1C=CC(P2(SP(C3C=CC(OC)=CC=3)(=S)S2)=[S:29])=CC=1. Product: [CH2:1]([O:3][C:4](=[O:19])[C@H:5]([N:7]1[C:12]2[CH:13]=[CH:14][C:15]([Br:17])=[CH:16][C:11]=2[O:10][CH2:9][C:8]1=[S:29])[CH3:6])[CH3:2]. The catalyst class is: 11. (3) Reactant: [CH3:1][CH:2](C)[C@@H:3]([N:8]1[CH2:16][C:15]2[C:10](=[CH:11][CH:12]=[C:13]([C:17]3[CH:22]=[CH:21][C:20]([NH:23][C:24]([NH:26][C:27]4[CH:32]=[CH:31][CH:30]=[C:29]([C:33]([F:36])([F:35])[F:34])[CH:28]=4)=[O:25])=[CH:19][CH:18]=3)[CH:14]=2)[C:9]1=[O:37])[C:4]([O:6][CH3:7])=[O:5].Br[C:40]1C=C2C(=C[CH:48]=1)C(=O)N(C1(C(OC)=O)CCCC1)C2.CC1(C)C(C)(C)OB(C2C=CC(NC(NC3C=CC=C(C(F)(F)F)C=3)=O)=CC=2)O1. Product: [O:37]=[C:9]1[C:10]2[C:15](=[CH:14][C:13]([C:17]3[CH:18]=[CH:19][C:20]([NH:23][C:24]([NH:26][C:27]4[CH:32]=[CH:31][CH:30]=[C:29]([C:33]([F:35])([F:36])[F:34])[CH:28]=4)=[O:25])=[CH:21][CH:22]=3)=[CH:12][CH:11]=2)[CH2:16][N:8]1[C:3]1([C:4]([O:6][CH3:7])=[O:5])[CH2:48][CH2:40][CH2:1][CH2:2]1. The catalyst class is: 462. (4) Reactant: [Br:1]N1C(=O)CCC1=O.[F:9][C:10]1[CH:15]=[CH:14][C:13]([C:16]2[CH:17]([C:28]3[CH:33]=[CH:32][C:31]([I:34])=[CH:30][CH:29]=3)[O:18][C:19]3[C:24]([C:25]=2[CH3:26])=[CH:23][C:22]([OH:27])=[CH:21][CH:20]=3)=[CH:12][CH:11]=1. Product: [Br:1][C:21]1[CH:20]=[C:19]2[C:24]([C:25]([CH3:26])=[C:16]([C:13]3[CH:14]=[CH:15][C:10]([F:9])=[CH:11][CH:12]=3)[CH:17]([C:28]3[CH:29]=[CH:30][C:31]([I:34])=[CH:32][CH:33]=3)[O:18]2)=[CH:23][C:22]=1[OH:27]. The catalyst class is: 42.